This data is from Reaction yield outcomes from USPTO patents with 853,638 reactions. The task is: Predict the reaction yield, written as a fraction of the theoretical maximum amount of product (1.0 means a 100% yield; for example, 0.34 means a 34% yield). (1) The reactants are [CH3:1][C:2]1[C:6]2[C:7](=[O:19])[N:8]([CH2:11][CH2:12][N:13]3[CH2:18][CH2:17][O:16][CH2:15][CH2:14]3)[CH2:9][CH2:10][C:5]=2[NH:4][C:3]=1[CH:20]=O.[F:22][C:23]1[CH:24]=[C:25]2[C:29](=[CH:30][C:31]=1[NH:32][C:33](=[O:35])[CH3:34])[NH:28][C:27](=[O:36])[CH2:26]2. No catalyst specified. The product is [F:22][C:23]1[CH:24]=[C:25]2[C:29](=[CH:30][C:31]=1[NH:32][C:33](=[O:35])[CH3:34])[NH:28][C:27](=[O:36])[C:26]2=[CH:20][C:3]1[NH:4][C:5]2[CH2:10][CH2:9][N:8]([CH2:11][CH2:12][N:13]3[CH2:14][CH2:15][O:16][CH2:17][CH2:18]3)[C:7](=[O:19])[C:6]=2[C:2]=1[CH3:1]. The yield is 0.393. (2) The reactants are [NH2:1][C:2]1[CH:10]=[CH:9][C:8]([F:11])=[CH:7][C:3]=1[C:4](O)=[O:5].Cl.[N:13]([O-])=O.[Na+].S(=O)=O. The catalyst is O. The product is [F:11][C:8]1[CH:7]=[C:3]2[C:2](=[CH:10][CH:9]=1)[NH:1][NH:13][C:4]2=[O:5]. The yield is 0.520.